Dataset: Forward reaction prediction with 1.9M reactions from USPTO patents (1976-2016). Task: Predict the product of the given reaction. (1) Given the reactants [NH2:1][C:2]1[N:7]=[CH:6][C:5]([C:8]#[N:9])=[CH:4][CH:3]=1.[ClH:10], predict the reaction product. The product is: [ClH:10].[ClH:10].[NH2:9][CH2:8][C:5]1[CH:4]=[CH:3][C:2]([NH2:1])=[N:7][CH:6]=1. (2) Given the reactants [CH3:1][O:2][C:3]1[CH:8]=[CH:7][C:6]([O:9][CH3:10])=[CH:5][C:4]=1[C:11](=[O:29])[CH:12]([C:17]1[CH:22]=[CH:21][C:20]([C:23]([F:26])([F:25])[F:24])=[C:19]([O:27][CH3:28])[CH:18]=1)C(OC)=O, predict the reaction product. The product is: [CH3:1][O:2][C:3]1[CH:8]=[CH:7][C:6]([O:9][CH3:10])=[CH:5][C:4]=1[C:11](=[O:29])[CH2:12][C:17]1[CH:22]=[CH:21][C:20]([C:23]([F:25])([F:24])[F:26])=[C:19]([O:27][CH3:28])[CH:18]=1. (3) Given the reactants [F:1][C:2]1[CH:7]=[CH:6][CH:5]=[CH:4][C:3]=1[C:8]1[N:12]([S:13]([C:16]2[CH:21]=[CH:20][CH:19]=[C:18]([O:22][CH2:23][C:24]([NH:26][CH3:27])=[O:25])[CH:17]=2)(=[O:15])=[O:14])[CH:11]=[C:10]([CH2:28][N:29](C)[C:30](=O)OC(C)(C)C)[CH:9]=1.FC(F)(F)C(O)=O.C(=O)(O)[O-].[Na+], predict the reaction product. The product is: [F:1][C:2]1[CH:7]=[CH:6][CH:5]=[CH:4][C:3]=1[C:8]1[N:12]([S:13]([C:16]2[CH:17]=[C:18]([CH:19]=[CH:20][CH:21]=2)[O:22][CH2:23][C:24]([NH:26][CH3:27])=[O:25])(=[O:15])=[O:14])[CH:11]=[C:10]([CH2:28][NH:29][CH3:30])[CH:9]=1. (4) Given the reactants [F:1][C:2]1[CH:11]=[C:10]2[C:5]([C:6]([CH3:16])=[CH:7][C:8](=[O:15])[N:9]2[CH2:12][CH:13]=O)=[CH:4][CH:3]=1.[O:17]1[C:22]2[CH:23]=[CH:24][C:25]([CH2:27][N:28]([CH:36]3[CH2:41][CH2:40][NH:39][CH2:38][CH2:37]3)[C:29](=[O:35])[O:30][C:31]([CH3:34])([CH3:33])[CH3:32])=[CH:26][C:21]=2[O:20][CH2:19][CH2:18]1.C(O[BH-](OC(=O)C)OC(=O)C)(=O)C.[Na+].C(=O)([O-])O.[Na+], predict the reaction product. The product is: [C:31]([O:30][C:29](=[O:35])[N:28]([CH2:27][C:25]1[CH:24]=[CH:23][C:22]2[O:17][CH2:18][CH2:19][O:20][C:21]=2[CH:26]=1)[CH:36]1[CH2:41][CH2:40][N:39]([CH2:13][CH2:12][N:9]2[C:10]3[C:5](=[CH:4][CH:3]=[C:2]([F:1])[CH:11]=3)[C:6]([CH3:16])=[CH:7][C:8]2=[O:15])[CH2:38][CH2:37]1)([CH3:34])([CH3:32])[CH3:33]. (5) The product is: [C:13]([O:12][CH2:1][CH2:2][CH2:3][CH2:4][CH2:5][CH2:6][CH2:7][CH2:8][CH2:9][CH2:10][OH:11])(=[O:17])[C:14]([CH3:16])=[CH2:15]. Given the reactants [CH2:1]([OH:12])[CH2:2][CH2:3][CH2:4][CH2:5][CH2:6][CH2:7][CH2:8][CH2:9][CH2:10][OH:11].[C:13](O)(=[O:17])[C:14]([CH3:16])=[CH2:15].C1(C)C=CC(S(O)(=O)=O)=CC=1.CCCCCC, predict the reaction product. (6) Given the reactants [CH3:1][C:2]1[N:6]([CH2:7][C:8]([OH:10])=[O:9])[N:5]=[CH:4][CH:3]=1.C1C(=O)N([Cl:18])C(=O)C1, predict the reaction product. The product is: [Cl:18][C:3]1[CH:4]=[N:5][N:6]([CH2:7][C:8]([OH:10])=[O:9])[C:2]=1[CH3:1]. (7) Given the reactants [CH2:1]([S:3](Cl)(=[O:5])=[O:4])[CH3:2].[C:7]1([C:13]2[O:17][C:16]([C:18]3[C:19]([NH2:30])=[N:20][CH:21]=[C:22]([N:24]4[CH2:29][CH2:28][NH:27][CH2:26][CH2:25]4)[N:23]=3)=[N:15][N:14]=2)[CH:12]=[CH:11][CH:10]=[CH:9][CH:8]=1.C(N(CC)CC)C, predict the reaction product. The product is: [CH2:1]([S:3]([N:27]1[CH2:28][CH2:29][N:24]([C:22]2[N:23]=[C:18]([C:16]3[O:17][C:13]([C:7]4[CH:12]=[CH:11][CH:10]=[CH:9][CH:8]=4)=[N:14][N:15]=3)[C:19]([NH2:30])=[N:20][CH:21]=2)[CH2:25][CH2:26]1)(=[O:5])=[O:4])[CH3:2]. (8) The product is: [F:11][C:12]([F:17])([F:16])[C:13]([NH:1][CH2:2][CH2:3][O:4][CH2:5][CH2:6][O:7][CH2:8][CH2:9][OH:10])=[O:14]. Given the reactants [NH2:1][CH2:2][CH2:3][O:4][CH2:5][CH2:6][O:7][CH2:8][CH2:9][OH:10].[F:11][C:12]([F:17])([F:16])[C:13](N)=[O:14].FC(F)(F)C(OC)=O, predict the reaction product.